Task: Predict the reactants needed to synthesize the given product.. Dataset: Full USPTO retrosynthesis dataset with 1.9M reactions from patents (1976-2016) (1) Given the product [CH3:13][O:12][C:10]([C:9]1[C:5]([C:3]([O:2][CH3:1])=[O:4])=[N:6][N:7]([CH3:14])[N:8]=1)=[O:11].[CH3:13][O:12][C:10]([C:9]1[N:8]=[N:7][N:6]([CH3:14])[C:5]=1[C:3]([O:2][CH3:1])=[O:4])=[O:11], predict the reactants needed to synthesize it. The reactants are: [CH3:1][O:2][C:3]([C:5]1[N:6]=[N:7][NH:8][C:9]=1[C:10]([O:12][CH3:13])=[O:11])=[O:4].[C:14](=O)([O-])[O-].[K+].[K+].CI. (2) Given the product [C:1]1([C:7]2[CH:8]=[CH:9][C:10]3[N:11]([C:15]([CH2:16][OH:17])=[N:14][N:13]=3)[N:12]=2)[CH:2]=[CH:3][CH:4]=[CH:5][CH:6]=1, predict the reactants needed to synthesize it. The reactants are: [C:1]1([C:7]2[N:12]=[N:11][C:10]([NH:13][NH2:14])=[CH:9][CH:8]=2)[CH:6]=[CH:5][CH:4]=[CH:3][CH:2]=1.[C:15](O)(=O)[CH2:16][OH:17].CC1C=CC(S(O)(=O)=O)=CC=1.O. (3) Given the product [NH2:40][C:36]1[N:37]=[CH:38][N:39]=[C:34]([NH:1][C@H:2]([C:13]2[N:18]([C:19]3[CH:20]=[C:21]([F:26])[CH:22]=[C:23]([F:25])[CH:24]=3)[C:17](=[O:27])[C:16]3=[C:28]([C:31]#[N:32])[CH:29]=[CH:30][N:15]3[N:14]=2)[CH2:3][CH2:4][O:5][CH2:6][C:7]2[CH:8]=[CH:9][CH:10]=[CH:11][CH:12]=2)[C:35]=1[I:41], predict the reactants needed to synthesize it. The reactants are: [NH2:1][C@H:2]([C:13]1[N:18]([C:19]2[CH:24]=[C:23]([F:25])[CH:22]=[C:21]([F:26])[CH:20]=2)[C:17](=[O:27])[C:16]2=[C:28]([C:31]#[N:32])[CH:29]=[CH:30][N:15]2[N:14]=1)[CH2:3][CH2:4][O:5][CH2:6][C:7]1[CH:12]=[CH:11][CH:10]=[CH:9][CH:8]=1.Cl[C:34]1[N:39]=[CH:38][N:37]=[C:36]([NH2:40])[C:35]=1[I:41].[F-].[Cs+].C(N(CC)C(C)C)(C)C. (4) Given the product [F:26][C:27]1[CH:40]=[CH:39][C:30]([CH2:31][N:32]([CH2:33][CH:34]([O:35][CH3:36])[O:37][CH3:38])[S:8]([C:11]2[CH:16]=[CH:15][C:14]([CH3:17])=[CH:13][CH:12]=2)(=[O:10])=[O:9])=[CH:29][C:28]=1[Cl:41], predict the reactants needed to synthesize it. The reactants are: BrC1C=CC(CN(CC(OC)OC)[S:8]([C:11]2[CH:16]=[CH:15][C:14]([CH3:17])=[CH:13][CH:12]=2)(=[O:10])=[O:9])=CC=1.[F:26][C:27]1[CH:40]=[CH:39][C:30]([CH2:31][NH:32][CH2:33][CH:34]([O:37][CH3:38])[O:35][CH3:36])=[CH:29][C:28]=1[Cl:41]. (5) Given the product [N:14]1[C:13]2[NH:9][CH:10]=[CH:11][C:12]=2[C:17]([C:18]2[CH:19]=[N:20][N:21]([CH:23]([CH2:27][CH:28]3[CH2:29][CH2:30][CH2:31][CH2:32]3)[CH2:24][C:25]#[N:26])[CH:22]=2)=[CH:16][N:15]=1, predict the reactants needed to synthesize it. The reactants are: C(OC[N:9]1[C:13]2[N:14]=[N:15][CH:16]=[C:17]([C:18]3[CH:19]=[N:20][N:21]([CH:23]([CH2:27][CH:28]4[CH2:32][CH2:31][CH2:30][CH2:29]4)[CH2:24][C:25]#[N:26])[CH:22]=3)[C:12]=2[CH:11]=[CH:10]1)(=O)C(C)(C)C.[OH-].[Na+]. (6) Given the product [O:3]1[C:7]2[CH:8]=[CH:9][CH:10]=[CH:11][C:6]=2[N:5]=[C:4]1[C:12]1[C:13]([NH2:19])=[N:14][CH:15]=[C:16]([C:25]2[C:21]([CH3:20])=[N:22][NH:23][C:24]=2[CH3:35])[CH:17]=1, predict the reactants needed to synthesize it. The reactants are: [F-].[Cs+].[O:3]1[C:7]2[CH:8]=[CH:9][CH:10]=[CH:11][C:6]=2[N:5]=[C:4]1[C:12]1[C:13]([NH2:19])=[N:14][CH:15]=[C:16](Br)[CH:17]=1.[CH3:20][C:21]1[C:25](B2OC(C)(C)C(C)(C)O2)=[C:24]([CH3:35])[NH:23][N:22]=1. (7) Given the product [Br:1][C:2]1[CH:10]=[CH:9][C:5]([C:6]([NH:30][C:29]2[CH:31]=[CH:32][CH:33]=[CH:34][C:28]=2[C:27]([OH:36])=[O:35])=[O:8])=[CH:4][C:3]=1[S:11](=[O:13])(=[O:12])[NH:22][C:21]1[CH:23]=[CH:24][C:18]([O:17][C:16]([F:25])([F:26])[F:15])=[CH:19][CH:20]=1, predict the reactants needed to synthesize it. The reactants are: [Br:1][C:2]1[CH:10]=[CH:9][C:5]([C:6]([OH:8])=O)=[CH:4][C:3]=1[S:11](Cl)(=[O:13])=[O:12].[F:15][C:16]([F:26])([F:25])[O:17][C:18]1[CH:24]=[CH:23][C:21]([NH2:22])=[CH:20][CH:19]=1.[C:27]([O:36]C)(=[O:35])[C:28]1[C:29](=[CH:31][CH:32]=[CH:33][CH:34]=1)[NH2:30].